This data is from Full USPTO retrosynthesis dataset with 1.9M reactions from patents (1976-2016). The task is: Predict the reactants needed to synthesize the given product. (1) Given the product [F:15][C:16]1[CH:17]=[C:18]2[C:22](=[CH:23][C:24]=1[F:25])[NH:21][CH:20]=[C:19]2[CH2:26][N:30]([CH2:31][CH3:32])[CH2:28][CH3:29], predict the reactants needed to synthesize it. The reactants are: C(O[BH-](OC(=O)C)OC(=O)C)(=O)C.[Na+].[F:15][C:16]1[CH:17]=[C:18]2[C:22](=[CH:23][C:24]=1[F:25])[NH:21][CH:20]=[C:19]2[CH:26]=O.[CH2:28]([NH:30][CH2:31][CH3:32])[CH3:29]. (2) Given the product [Cl:20][C:16]1[CH:15]=[C:14]([S:11]([NH:10][C:9]2[CH:8]=[C:7]([CH3:21])[N:6]=[C:5]3[S:22][C:2]([C:32]4[CH:33]=[N:34][O:35][CH:36]=4)=[C:3]([CH3:23])[C:4]=23)(=[O:13])=[O:12])[CH:19]=[CH:18][CH:17]=1, predict the reactants needed to synthesize it. The reactants are: Br[C:2]1[S:22][C:5]2=[N:6][C:7]([CH3:21])=[CH:8][C:9]([NH:10][S:11]([C:14]3[CH:19]=[CH:18][CH:17]=[C:16]([Cl:20])[CH:15]=3)(=[O:13])=[O:12])=[C:4]2[C:3]=1[CH3:23].CC1(C)C(C)(C)OB([C:32]2[CH:33]=[N:34][O:35][CH:36]=2)O1.C(=O)([O-])[O-].[K+].[K+]. (3) Given the product [Cl:18][C:15]1[CH:16]=[CH:17][C:12]([NH2:11])=[C:13]([CH:19]([C:22]2[CH:27]=[CH:26][CH:25]=[CH:24][C:23]=2[Cl:28])[CH3:20])[CH:14]=1, predict the reactants needed to synthesize it. The reactants are: [H-].[Al+3].[Li+].[H-].[H-].[H-].[Cl-].[Cl-].[Cl-].[Al+3].[NH2:11][C:12]1[CH:17]=[CH:16][C:15]([Cl:18])=[CH:14][C:13]=1[C:19]([C:22]1[CH:27]=[CH:26][CH:25]=[CH:24][C:23]=1[Cl:28])(O)[CH3:20]. (4) Given the product [F:24][C:21]([F:22])([F:23])[C:13]1[CH:12]=[C:11]([C@H:8]2[O:7][C:6](=[O:25])[N:5]([CH2:4][C:3]3[CH:26]=[C:27]([O:30][C:31]([F:34])([F:33])[F:32])[CH:28]=[CH:29][C:2]=3[NH:1][CH2:35][CH3:36])[C@H:9]2[CH3:10])[CH:16]=[C:15]([C:17]([F:19])([F:20])[F:18])[CH:14]=1, predict the reactants needed to synthesize it. The reactants are: [NH2:1][C:2]1[CH:29]=[CH:28][C:27]([O:30][C:31]([F:34])([F:33])[F:32])=[CH:26][C:3]=1[CH2:4][N:5]1[C@@H:9]([CH3:10])[C@@H:8]([C:11]2[CH:16]=[C:15]([C:17]([F:20])([F:19])[F:18])[CH:14]=[C:13]([C:21]([F:24])([F:23])[F:22])[CH:12]=2)[O:7][C:6]1=[O:25].[CH:35](=O)[CH3:36].[BH-](OC(C)=O)(OC(C)=O)OC(C)=O.[Na+]. (5) Given the product [Cl:12][C:13]1[CH:14]=[CH:15][C:16]2[N:17]([CH:2]=[C:3]([C:5]3[CH:10]=[CH:9][C:8]([F:11])=[CH:7][CH:6]=3)[N:19]=2)[N:18]=1, predict the reactants needed to synthesize it. The reactants are: Br[CH2:2][C:3]([C:5]1[CH:10]=[CH:9][C:8]([F:11])=[CH:7][CH:6]=1)=O.[Cl:12][C:13]1[N:18]=[N:17][C:16]([NH2:19])=[CH:15][CH:14]=1. (6) Given the product [CH3:1][N:2]([CH3:3])[C:17](=[N+:15]([CH3:16])[CH3:14])[N:19]([CH3:21])[CH3:20].[CH3:8][O:9][S:10]([O-:13])(=[O:12])=[O:11], predict the reactants needed to synthesize it. The reactants are: [CH3:1][N:2]([Si](C)(C)C)[CH3:3].[CH3:8][O:9][S:10]([O-:13])(=[O:12])=[O:11].[CH3:14][N:15]([C+:17]([N:19]([CH3:21])[CH3:20])Cl)[CH3:16]. (7) Given the product [CH3:17][O:16][C:6]1[CH:5]=[C:4]([CH:9]=[C:8]([NH:10][CH2:11][CH2:12][CH2:13][CH:14]=[CH2:15])[CH:7]=1)[C:3]([OH:18])=[O:2], predict the reactants needed to synthesize it. The reactants are: C[O:2][C:3](=[O:18])[C:4]1[CH:9]=[C:8]([NH:10][CH2:11][CH2:12][CH2:13][CH:14]=[CH2:15])[CH:7]=[C:6]([O:16][CH3:17])[CH:5]=1.[OH-].[Na+].Cl.